This data is from Reaction yield outcomes from USPTO patents with 853,638 reactions. The task is: Predict the reaction yield, written as a fraction of the theoretical maximum amount of product (1.0 means a 100% yield; for example, 0.34 means a 34% yield). (1) The reactants are [C:1]([O:5][C:6]([N:8]1[CH2:14][CH2:13][C:12](=[O:15])[N:11]([CH2:16][CH2:17][C:18](=[O:23])N(OC)C)[CH2:10][CH2:9]1)=[O:7])([CH3:4])([CH3:3])[CH3:2].[H-].[Al+3].[Li+].[H-].[H-].[H-]. No catalyst specified. The product is [C:1]([O:5][C:6]([N:8]1[CH2:14][CH2:13][C:12](=[O:15])[N:11]([CH2:16][CH2:17][CH:18]=[O:23])[CH2:10][CH2:9]1)=[O:7])([CH3:4])([CH3:3])[CH3:2]. The yield is 0.610. (2) The reactants are [C:1]([C:3]([CH3:9])([CH3:8])[C:4]([NH:6][NH2:7])=O)#[N:2].Cl.[F:11][C:12]1[CH:21]=[CH:20][C:15]([C:16](=[NH:19])OC)=[CH:14][CH:13]=1. No catalyst specified. The product is [F:11][C:12]1[CH:21]=[CH:20][C:15]([C:16]2[N:19]=[C:4]([C:3]([CH3:9])([CH3:8])[C:1]#[N:2])[NH:6][N:7]=2)=[CH:14][CH:13]=1. The yield is 0.700.